Dataset: NCI-60 drug combinations with 297,098 pairs across 59 cell lines. Task: Regression. Given two drug SMILES strings and cell line genomic features, predict the synergy score measuring deviation from expected non-interaction effect. Drug 1: C1=CC(=CC=C1CCC2=CNC3=C2C(=O)NC(=N3)N)C(=O)NC(CCC(=O)O)C(=O)O. Drug 2: CCC1=CC2CC(C3=C(CN(C2)C1)C4=CC=CC=C4N3)(C5=C(C=C6C(=C5)C78CCN9C7C(C=CC9)(C(C(C8N6C)(C(=O)OC)O)OC(=O)C)CC)OC)C(=O)OC.C(C(C(=O)O)O)(C(=O)O)O. Cell line: MALME-3M. Synergy scores: CSS=30.5, Synergy_ZIP=-1.39, Synergy_Bliss=0.183, Synergy_Loewe=3.20, Synergy_HSA=4.16.